This data is from Full USPTO retrosynthesis dataset with 1.9M reactions from patents (1976-2016). The task is: Predict the reactants needed to synthesize the given product. (1) Given the product [OH:35][C@H:36]([CH2:37][OH:59])[CH2:47][C:56]1[C:52]2[C:53](=[CH:48][CH:49]=[CH:50][CH:51]=2)[N:54]([C:36]2[CH:47]=[CH:48][C:61]([O:62][C:63]3[CH:65]=[CH:49][C:48]([C:53]#[N:54])=[CH:47][CH:36]=3)=[CH:60][CH:37]=2)[CH:55]=1, predict the reactants needed to synthesize it. The reactants are: CC[C@H]1[C@H]2C[C@H:37]([C@H:36]([O:35]C3C4C(=CC=CC=4)C([O:35][C@H:36]([C:47]4[CH:56]=[CH:55][N:54]=[C:53]5[C:48]=4[CH:49]=[C:50](OC)[CH:51]=[CH:52]5)[C@@H:37]4N5C[C@H](CC)[C@@H](CC5)C4)=NN=3)[C:47]3[CH:56]=[CH:55][N:54]=[C:53]4[C:48]=3[CH:49]=[C:50](OC)[CH:51]=[CH:52]4)N(CC2)C1.[OH2:59].[CH3:60][CH2:61][O:62][C:63]([CH3:65])=O. (2) Given the product [Cl:28][C:29]1[C:30]([F:41])=[C:31]([CH:32]=[C:33]([C:35]([F:37])([F:38])[F:36])[CH:34]=1)[CH2:39][N:24]1[CH2:25][CH2:26][C:21]([CH2:20][O:19][C:6]2[C:5]([CH:2]3[CH2:3][CH2:4]3)=[CH:17][C:9]([C:10]([O:12][C:13]([CH3:16])([CH3:15])[CH3:14])=[O:11])=[C:8]([F:18])[CH:7]=2)([F:27])[CH2:22][CH2:23]1, predict the reactants needed to synthesize it. The reactants are: Cl.[CH:2]1([C:5]2[C:6]([O:19][CH2:20][C:21]3([F:27])[CH2:26][CH2:25][NH:24][CH2:23][CH2:22]3)=[CH:7][C:8]([F:18])=[C:9]([CH:17]=2)[C:10]([O:12][C:13]([CH3:16])([CH3:15])[CH3:14])=[O:11])[CH2:4][CH2:3]1.[Cl:28][C:29]1[CH:34]=[C:33]([C:35]([F:38])([F:37])[F:36])[CH:32]=[C:31]([CH2:39]Cl)[C:30]=1[F:41].C(=O)([O-])[O-].[K+].[K+]. (3) Given the product [F:1][C:2]1[CH:3]=[CH:4][C:5]([N+:18]([O-:20])=[O:19])=[C:6]([CH:17]=1)[O:7][C@@H:8]1[CH2:9][O:10][C@@H:11]2[C:15](=[O:16])[CH2:14][O:13][C@H:12]12, predict the reactants needed to synthesize it. The reactants are: [F:1][C:2]1[CH:3]=[CH:4][C:5]([N+:18]([O-:20])=[O:19])=[C:6]([CH:17]=1)[O:7][C@H:8]1[C@H:12]2[O:13][CH2:14][C@@H:15]([OH:16])[C@H:11]2[O:10][CH2:9]1.C(Cl)Cl. (4) Given the product [CH:15]([O:13][C:12](=[O:14])[CH2:11][CH2:10][CH2:9][NH:8][C:1]([O:3][C:4]([CH3:6])([CH3:7])[CH3:5])=[O:2])=[CH2:16], predict the reactants needed to synthesize it. The reactants are: [C:1]([NH:8][CH2:9][CH2:10][CH2:11][C:12]([OH:14])=[O:13])([O:3][C:4]([CH3:7])([CH3:6])[CH3:5])=[O:2].[C:15](OC=C)(=O)[CH3:16].[OH-].[K+]. (5) Given the product [C:16]([O:20][C:21]([N:23]1[CH2:31][C:30]2[C:25](=[CH:26][CH:27]=[C:28]([O:6][S:3]([C:2]([F:15])([F:14])[F:1])(=[O:5])=[O:4])[CH:29]=2)[CH2:24]1)=[O:22])([CH3:19])([CH3:17])[CH3:18], predict the reactants needed to synthesize it. The reactants are: [F:1][C:2]([F:15])([F:14])[S:3]([O:6]S(C(F)(F)F)(=O)=O)(=[O:5])=[O:4].[C:16]([O:20][C:21]([N:23]1[CH2:31][C:30]2[C:25](=[CH:26][CH:27]=[C:28](O)[CH:29]=2)[CH2:24]1)=[O:22])([CH3:19])([CH3:18])[CH3:17]. (6) Given the product [C:4]1([B:33]([OH:35])[OH:34])[CH:24]=[CH:23][CH:21]=[CH:20][CH:5]=1, predict the reactants needed to synthesize it. The reactants are: CN([C@@H:4]1[C:24](O)=[C:23](C(N)=O)[C:21](=O)[C@:20]2(O)[C@H:5]1[C@@H](O)[C@H]1C(=C2O)C(=O)C2C(O)=CC=CC=2C1=C)C.[BH:33]([OH:35])[OH:34].